From a dataset of Peptide-MHC class I binding affinity with 185,985 pairs from IEDB/IMGT. Regression. Given a peptide amino acid sequence and an MHC pseudo amino acid sequence, predict their binding affinity value. This is MHC class I binding data. The peptide sequence is LVMAPRTVL. The MHC is HLA-B27:05 with pseudo-sequence HLA-B27:05. The binding affinity (normalized) is 0.0847.